From a dataset of Full USPTO retrosynthesis dataset with 1.9M reactions from patents (1976-2016). Predict the reactants needed to synthesize the given product. (1) Given the product [CH3:5][O:6][C:18]1[N:17]=[C:16]([C:13]2([CH3:12])[CH2:14][CH2:15]2)[C:21]([C:22]([NH:24][CH:25]2[CH:26]3[CH2:27][CH:28]4[CH2:29][C:30]([O:35][CH2:36][C:37]5[CH:42]=[CH:41][CH:40]=[CH:39][CH:38]=5)([CH2:31][CH:32]2[CH2:33]4)[CH2:34]3)=[O:23])=[CH:20][N:19]=1.[OH:6][C:18]1[N:17]=[C:16]([C:13]2([CH3:12])[CH2:14][CH2:15]2)[C:21]([C:22]([NH:24][CH:25]2[CH:32]3[CH2:33][CH:28]4[CH2:29][C:30]([O:35][CH2:36][C:37]5[CH:42]=[CH:41][CH:40]=[CH:39][CH:38]=5)([CH2:34][CH:26]2[CH2:27]4)[CH2:31]3)=[O:23])=[CH:20][N:19]=1, predict the reactants needed to synthesize it. The reactants are: ClC1C=C(C=CC=1)[C:5](OO)=[O:6].[CH3:12][C:13]1([C:16]2[C:21]([C:22]([NH:24][CH:25]3[CH:32]4[CH2:33][CH:28]5[CH2:29][C:30]([O:35][CH2:36][C:37]6[CH:42]=[CH:41][CH:40]=[CH:39][CH:38]=6)([CH2:34][CH:26]3[CH2:27]5)[CH2:31]4)=[O:23])=[CH:20][N:19]=[C:18](SC)[N:17]=2)[CH2:15][CH2:14]1. (2) Given the product [CH3:25][C:18]1[CH:19]=[C:20]([CH3:24])[CH:21]=[C:22]([CH3:23])[C:17]=1[CH2:16][N:1]1[C:9]2[C:4](=[CH:5][CH:6]=[CH:7][CH:8]=2)[CH2:3][C@@H:2]1[C:10]([OH:12])=[O:11], predict the reactants needed to synthesize it. The reactants are: [NH:1]1[C:9]2[C:4](=[CH:5][CH:6]=[CH:7][CH:8]=2)[CH2:3][C@@H:2]1[C:10]([OH:12])=[O:11].[OH-].[K+].Cl[CH2:16][C:17]1[C:22]([CH3:23])=[CH:21][C:20]([CH3:24])=[CH:19][C:18]=1[CH3:25]. (3) Given the product [CH2:1]([NH:5][C:6]1[CH:10]=[C:9]([C:11]2[CH:16]=[CH:15][N:14]=[CH:13][CH:12]=2)[S:8][C:7]=1[C:17]([NH2:24])=[O:19])[CH2:2][CH2:3][CH3:4], predict the reactants needed to synthesize it. The reactants are: [CH2:1]([NH:5][C:6]1[CH:10]=[C:9]([C:11]2[CH:16]=[CH:15][N:14]=[CH:13][CH:12]=2)[S:8][C:7]=1[C:17]([OH:19])=O)[CH2:2][CH2:3][CH3:4].[Cl-].[NH4+].C([N:24](CC)CC)C.ON1C2C=CC=CC=2N=N1.Cl.C(N=C=NCCCN(C)C)C.C(=O)([O-])O.[Na+]. (4) Given the product [N:15]1([C:18]([O:20][C:21]([CH3:24])([CH3:23])[CH3:22])=[O:19])[CH2:16][CH2:17][CH:12]=[CH:13][CH2:14]1, predict the reactants needed to synthesize it. The reactants are: S(O[CH:12]1[CH2:17][CH2:16][N:15]([C:18]([O:20][C:21]([CH3:24])([CH3:23])[CH3:22])=[O:19])[CH2:14][CH2:13]1)(C1C=CC(C)=CC=1)(=O)=O.C1CCN2C(=NCCC2)CC1.C(Cl)Cl.